The task is: Predict which catalyst facilitates the given reaction.. This data is from Catalyst prediction with 721,799 reactions and 888 catalyst types from USPTO. (1) Reactant: [C:1]1([CH3:12])[CH:6]=[CH:5][CH:4]=[CH:3][C:2]=1[C:7](=[O:11])[C:8](=[O:10])[CH3:9].[Br:13]Br. Product: [Br:13][CH2:9][C:8](=[O:10])[C:7]([C:2]1[CH:3]=[CH:4][CH:5]=[CH:6][C:1]=1[CH3:12])=[O:11]. The catalyst class is: 845. (2) Reactant: [CH2:1]([O:3][CH2:4][C:5]1[CH:10]=[C:9]([O:11][CH3:12])[C:8]([C:13]2[N:14]3[N:20]=[C:19]([O:21][CH3:22])[C:18]([N:23]([CH2:30][CH2:31][CH3:32])[CH:24]4[CH2:29][CH2:28][CH2:27][O:26][CH2:25]4)=[C:15]3[S:16][CH:17]=2)=[C:7]([O:33][CH3:34])[CH:6]=1)[CH3:2].[S:35](=[O:39])(=[O:38])([OH:37])[OH:36]. Product: [S:35]([OH:39])([OH:38])(=[O:37])=[O:36].[CH2:1]([O:3][CH2:4][C:5]1[CH:10]=[C:9]([O:11][CH3:12])[C:8]([C:13]2[N:14]3[N:20]=[C:19]([O:21][CH3:22])[C:18]([N:23]([CH2:30][CH2:31][CH3:32])[CH:24]4[CH2:29][CH2:28][CH2:27][O:26][CH2:25]4)=[C:15]3[S:16][CH:17]=2)=[C:7]([O:33][CH3:34])[CH:6]=1)[CH3:2]. The catalyst class is: 8. (3) Reactant: C(OC(=O)C(OC1C=CC(OCCC2N=C(C3C=CC=CC=3)OC=2C)=CC=1CBr)(C)C)C.C1C(O)=CC=CC=1C.C(=O)([O-])[O-].[K+].[K+].C([O:49][C:50](=[O:85])[C:51]([CH3:84])([O:53][C:54]1[CH:59]=[CH:58][C:57]([O:60][CH2:61][CH2:62][C:63]2[N:64]=[C:65]([C:69]3[CH:74]=[CH:73][CH:72]=[CH:71][CH:70]=3)[O:66][C:67]=2[CH3:68])=[CH:56][C:55]=1[CH2:75][O:76][C:77]1[CH:78]=[C:79]([CH3:83])[CH:80]=[CH:81][CH:82]=1)[CH3:52])C.[OH-].[Na+]. Product: [CH3:84][C:51]([O:53][C:54]1[CH:59]=[CH:58][C:57]([O:60][CH2:61][CH2:62][C:63]2[N:64]=[C:65]([C:69]3[CH:70]=[CH:71][CH:72]=[CH:73][CH:74]=3)[O:66][C:67]=2[CH3:68])=[CH:56][C:55]=1[CH2:75][O:76][C:77]1[CH:78]=[C:79]([CH3:83])[CH:80]=[CH:81][CH:82]=1)([CH3:52])[C:50]([OH:85])=[O:49]. The catalyst class is: 8. (4) Reactant: [C:1]1(=O)[CH2:4][CH2:3][CH2:2]1.[OH:6][C:7]1[CH:8]=[C:9]2[C:14](=[CH:15][CH:16]=1)[C:13](=[O:17])[N:12]([C@@H:18]1[CH2:22][CH2:21][NH:20][CH2:19]1)[CH2:11][CH2:10]2. Product: [CH:1]1([N:20]2[CH2:21][CH2:22][C@@H:18]([N:12]3[CH2:11][CH2:10][C:9]4[C:14](=[CH:15][CH:16]=[C:7]([OH:6])[CH:8]=4)[C:13]3=[O:17])[CH2:19]2)[CH2:4][CH2:3][CH2:2]1. The catalyst class is: 5.